Predict the product of the given reaction. From a dataset of Forward reaction prediction with 1.9M reactions from USPTO patents (1976-2016). (1) Given the reactants S(Cl)(Cl)=O.O[C:6]([C:13]1[S:14][CH:15]=[CH:16][CH:17]=1)([CH3:12])[C:7]([O:9][CH2:10][CH3:11])=[O:8].[N:18]1[CH:23]=[CH:22][CH:21]=[CH:20][CH:19]=1.O, predict the reaction product. The product is: [N:18]1([C:6]([C:13]2[S:14][CH:15]=[CH:16][CH:17]=2)([CH3:12])[C:7]([O:9][CH2:10][CH3:11])=[O:8])[CH2:23][CH2:22][CH2:21][CH2:20][CH2:19]1. (2) Given the reactants [N:1]1[CH:6]=[CH:5][C:4]([CH2:7][C:8]([O:10]CC)=[O:9])=[N:3][CH:2]=1.[OH-].[Na+], predict the reaction product. The product is: [N:1]1[CH:6]=[CH:5][C:4]([CH2:7][C:8]([OH:10])=[O:9])=[N:3][CH:2]=1. (3) Given the reactants C(=O)([O-])[O-].[K+].[K+].[CH2:7]([NH2:10])[CH2:8][NH2:9].[Cl:11][C:12]1[CH:17]=[CH:16][C:15]([CH2:18]Cl)=[CH:14][N:13]=1, predict the reaction product. The product is: [Cl:11][C:12]1[N:13]=[CH:14][C:15]([CH2:18][NH:9][CH2:8][CH2:7][NH2:10])=[CH:16][CH:17]=1. (4) Given the reactants Cl.[NH2:2][C:3]1([C:11]([O:13][CH3:14])=[O:12])[CH2:8][CH2:7][C:6]([F:10])([F:9])[CH2:5][CH2:4]1.C(N(CC)CC)C.[F:22][C:23]1[CH:28]=[CH:27][C:26]([C:29]2[CH:34]=[CH:33][C:32]([CH3:35])=[C:31]([CH2:36][C:37](O)=[O:38])[CH:30]=2)=[CH:25][CH:24]=1.P(Cl)(Cl)(Cl)=O, predict the reaction product. The product is: [F:9][C:6]1([F:10])[CH2:7][CH2:8][C:3]([NH:2][C:37](=[O:38])[CH2:36][C:31]2[CH:30]=[C:29]([C:26]3[CH:27]=[CH:28][C:23]([F:22])=[CH:24][CH:25]=3)[CH:34]=[CH:33][C:32]=2[CH3:35])([C:11]([O:13][CH3:14])=[O:12])[CH2:4][CH2:5]1. (5) Given the reactants [OH-:1].[Na+].[NH2:3]O.[Cl:5][C:6]1[CH:7]=[C:8]([C:13]([C:35]([F:38])([F:37])[F:36])=[CH:14][C:15]([C:17]2[CH:33]=[CH:32][C:20]([C:21]([NH:23][C@@H:24]3[CH2:28][O:27][N:26]([CH2:29][CH3:30])[C:25]3=[O:31])=[O:22])=[C:19]([CH3:34])[CH:18]=2)=O)[CH:9]=[C:10]([Cl:12])[CH:11]=1, predict the reaction product. The product is: [Cl:5][C:6]1[CH:7]=[C:8]([C:13]2([C:35]([F:38])([F:37])[F:36])[O:1][N:3]=[C:15]([C:17]3[CH:33]=[CH:32][C:20]([C:21]([NH:23][CH:24]4[CH2:28][O:27][N:26]([CH2:29][CH3:30])[C:25]4=[O:31])=[O:22])=[C:19]([CH3:34])[CH:18]=3)[CH2:14]2)[CH:9]=[C:10]([Cl:12])[CH:11]=1. (6) Given the reactants [NH2:1][CH2:2][CH:3]([OH:5])[CH3:4].O.[C:7](O[C:7]([O:9][C:10]([CH3:13])([CH3:12])[CH3:11])=[O:8])([O:9][C:10]([CH3:13])([CH3:12])[CH3:11])=[O:8].C(OCC)(=O)C, predict the reaction product. The product is: [C:10]([O:9][C:7](=[O:8])[NH:1][CH2:2][CH:3]([OH:5])[CH3:4])([CH3:13])([CH3:12])[CH3:11]. (7) Given the reactants [C:1]([C:5]1[CH:24]=[CH:23][C:8]([CH2:9][NH:10][C:11](=[O:22])[CH:12]([C:14]2[CH:19]=[CH:18][C:17]([NH2:20])=[C:16]([NH2:21])[CH:15]=2)[CH3:13])=[CH:7][CH:6]=1)([CH3:4])([CH3:3])[CH3:2].CN(C=O)C.[CH:30]([CH:32]=O)=O, predict the reaction product. The product is: [C:1]([C:5]1[CH:24]=[CH:23][C:8]([CH2:9][NH:10][C:11](=[O:22])[CH:12]([C:14]2[CH:15]=[C:16]3[C:17](=[CH:18][CH:19]=2)[N:20]=[CH:32][CH:30]=[N:21]3)[CH3:13])=[CH:7][CH:6]=1)([CH3:2])([CH3:3])[CH3:4].